This data is from Cav3 T-type calcium channel HTS with 100,875 compounds. The task is: Binary Classification. Given a drug SMILES string, predict its activity (active/inactive) in a high-throughput screening assay against a specified biological target. (1) The compound is OC(=O)C1C(CC(=CC1C)C)C(O)=O. The result is 0 (inactive). (2) The drug is o1c2c(cc1C(=O)c1ccccc1)cccc2. The result is 0 (inactive). (3) The molecule is s1c(c(nc1NC(=O)COC(=O)c1occc1)C)C(OCC)=O. The result is 0 (inactive). (4) The molecule is N=1CCCCCC1NCc1ccccc1. The result is 0 (inactive). (5) The molecule is s1c(CN(C(c2n(nnn2)CCOC)c2ncccc2)CCc2ccccc2)ccc1. The result is 1 (active). (6) The drug is Brc1ccc(NC(=O)NCCN2C(=O)C3C(C4CC3C=C4)C2=O)cc1. The result is 0 (inactive). (7) The compound is S(c1n(C2CCCCC2)c(nn1)c1cccnc1)CC(=O)NC1CCCCC1. The result is 0 (inactive).